The task is: Predict the product of the given reaction.. This data is from Forward reaction prediction with 1.9M reactions from USPTO patents (1976-2016). (1) Given the reactants [N:1]1([CH2:7][CH2:8][CH2:9][NH2:10])[CH2:6][CH2:5][O:4][CH2:3][CH2:2]1.[Cl:11][C:12]1[CH:17]=[CH:16][N:15]=[C:14]2[CH:18]=[C:19]([C:21]([O-])=[O:22])[S:20][C:13]=12.[Li+], predict the reaction product. The product is: [N:1]1([CH2:7][CH2:8][CH2:9][NH:10][C:21]([C:19]2[S:20][C:13]3[C:14](=[N:15][CH:16]=[CH:17][C:12]=3[Cl:11])[CH:18]=2)=[O:22])[CH2:6][CH2:5][O:4][CH2:3][CH2:2]1. (2) Given the reactants [F:1][C:2]1[CH:7]=[CH:6][C:5]([C:8]([CH:10]2[CH2:15][CH2:14][NH:13][CH2:12][CH2:11]2)=[O:9])=[CH:4][CH:3]=1.C(N(C(C)C)CC)(C)C.[Cl:25][C:26]1[CH:31]=[C:30]([Cl:32])[CH:29]=[CH:28][C:27]=1[CH2:33][N:34]=[C:35]=[O:36], predict the reaction product. The product is: [Cl:25][C:26]1[CH:31]=[C:30]([Cl:32])[CH:29]=[CH:28][C:27]=1[CH2:33][NH:34][C:35]([N:13]1[CH2:14][CH2:15][CH:10]([C:8](=[O:9])[C:5]2[CH:6]=[CH:7][C:2]([F:1])=[CH:3][CH:4]=2)[CH2:11][CH2:12]1)=[O:36]. (3) Given the reactants [Li+].C[Si]([N-][Si](C)(C)C)(C)C.[CH:11]1([C:15]([O:17][CH3:18])=[O:16])[CH2:14][CH2:13][CH2:12]1.[Br:19][C:20]1[CH:21]=[C:22]([CH:25]=[CH:26][CH:27]=1)[CH2:23]Br, predict the reaction product. The product is: [Br:19][C:20]1[CH:21]=[C:22]([CH:25]=[CH:26][CH:27]=1)[CH2:23][C:11]1([C:15]([O:17][CH3:18])=[O:16])[CH2:14][CH2:13][CH2:12]1. (4) Given the reactants S(Cl)([Cl:3])=O.[CH2:5]([O:12][C:13]1[C:14]([CH2:19]O)=[N:15][CH:16]=[CH:17][CH:18]=1)[C:6]1[CH:11]=[CH:10][CH:9]=[CH:8][CH:7]=1.C(=O)(O)[O-].[Na+], predict the reaction product. The product is: [CH2:5]([O:12][C:13]1[C:14]([CH2:19][Cl:3])=[N:15][CH:16]=[CH:17][CH:18]=1)[C:6]1[CH:11]=[CH:10][CH:9]=[CH:8][CH:7]=1.